This data is from Reaction yield outcomes from USPTO patents with 853,638 reactions. The task is: Predict the reaction yield, written as a fraction of the theoretical maximum amount of product (1.0 means a 100% yield; for example, 0.34 means a 34% yield). (1) The reactants are [O:1]1[CH2:6][CH2:5][CH2:4][CH:3]([CH2:7][CH2:8][CH:9]=[O:10])[CH2:2]1.[N:11]([C:23]([O:25][CH2:26][C:27]1[CH:32]=[CH:31][CH:30]=[CH:29][CH:28]=1)=[O:24])=[N:12][C:13]([O:15][CH2:16][C:17]1[CH:22]=[CH:21][CH:20]=[CH:19][CH:18]=1)=[O:14].C1CN[C@@H](C(O)=O)C1.[BH4-].[Na+]. The catalyst is CC#N.C(O)C. The product is [OH:10][CH2:9][C@@H:8]([N:11]([C:23]([O:25][CH2:26][C:27]1[CH:32]=[CH:31][CH:30]=[CH:29][CH:28]=1)=[O:24])[NH:12][C:13]([O:15][CH2:16][C:17]1[CH:22]=[CH:21][CH:20]=[CH:19][CH:18]=1)=[O:14])[CH2:7][CH:3]1[CH2:4][CH2:5][CH2:6][O:1][CH2:2]1. The yield is 0.810. (2) The reactants are [CH2:1]([C:5]1[O:6][C:7]2[CH:22]=[CH:21][CH:20]=[CH:19][C:8]=2[C:9]=1[CH:10](O)[C:11]1[CH:16]=[CH:15][C:14]([OH:17])=[CH:13][CH:12]=1)[CH2:2][CH2:3][CH3:4].C([SiH](CC)CC)C. The catalyst is CC#N. The product is [CH2:1]([C:5]1[O:6][C:7]2[CH:22]=[CH:21][CH:20]=[CH:19][C:8]=2[C:9]=1[CH2:10][C:11]1[CH:12]=[CH:13][C:14]([OH:17])=[CH:15][CH:16]=1)[CH2:2][CH2:3][CH3:4]. The yield is 0.890. (3) The reactants are C([O:8][C:9]1[CH:18]=[C:17]2[C:12]([C:13]([O:19][C:20]3[CH:25]=[CH:24][C:23]([NH:26][C:27]([NH:29][C:30]4[CH:35]=[CH:34][C:33]([C:36]([F:39])([F:38])[F:37])=[CH:32][CH:31]=4)=[O:28])=[CH:22][CH:21]=3)=[CH:14][CH:15]=[N:16]2)=[CH:11][C:10]=1[O:40][CH3:41])C1C=CC=CC=1. The catalyst is C(O)C.C1CCCCC=1.[Pd]. The product is [OH:8][C:9]1[CH:18]=[C:17]2[C:12]([C:13]([O:19][C:20]3[CH:25]=[CH:24][C:23]([NH:26][C:27]([NH:29][C:30]4[CH:35]=[CH:34][C:33]([C:36]([F:37])([F:38])[F:39])=[CH:32][CH:31]=4)=[O:28])=[CH:22][CH:21]=3)=[CH:14][CH:15]=[N:16]2)=[CH:11][C:10]=1[O:40][CH3:41]. The yield is 0.870. (4) The reactants are [CH3:1][C:2](=[CH:4][CH2:5][CH2:6][C@H:7]([CH3:13])CCCCC)[CH3:3].C[C:15]([CH3:17])=[O:16].[OH:18]S(O)(=O)=O.O=[Cr](=O)=O.O.[O-]S([O-])(=O)=O.[Na+].[Na+]. The catalyst is CC(C)=O.C(Cl)Cl.CCOCC. The product is [CH3:1][C@H:2]([CH2:4][CH2:5][CH2:6][CH2:7][CH3:13])[CH2:3][CH2:17][C:15]([OH:18])=[O:16]. The yield is 0.540. (5) The reactants are [Br:1][C:2]1[CH:3]=[CH:4][C:5]([N:8]2[CH2:13][CH2:12][NH:11][CH2:10][CH2:9]2)=[N:6][CH:7]=1.[O:14](C(OC(C)(C)C)=O)[C:15]([O:17][C:18]([CH3:21])([CH3:20])[CH3:19])=O. The catalyst is C(Cl)Cl. The product is [Br:1][C:2]1[CH:3]=[CH:4][C:5]([N:8]2[CH2:9][CH2:10][N:11]([C:15]([O:17][C:18]([CH3:21])([CH3:20])[CH3:19])=[O:14])[CH2:12][CH2:13]2)=[N:6][CH:7]=1. The yield is 0.710. (6) The reactants are [N:1]1([CH2:6][CH2:7][CH2:8][N:9]2[C:13]3=[N:14][CH:15]=[N:16][C:17]([NH2:18])=[C:12]3[C:11](I)=[N:10]2)[CH:5]=[CH:4][N:3]=[CH:2]1.[CH3:20][O:21][C:22]1[CH:27]=[C:26](B2OC(C)(C)C(C)(C)O2)[CH:25]=[CH:24][C:23]=1[NH:37][C:38]([C:40]1[N:41]([CH3:49])[C:42]2[C:47]([CH:48]=1)=[CH:46][CH:45]=[CH:44][CH:43]=2)=[O:39].C(=O)([O-])[O-].[Na+].[Na+]. The catalyst is COCCOC.O.C1C=CC([P]([Pd]([P](C2C=CC=CC=2)(C2C=CC=CC=2)C2C=CC=CC=2)([P](C2C=CC=CC=2)(C2C=CC=CC=2)C2C=CC=CC=2)[P](C2C=CC=CC=2)(C2C=CC=CC=2)C2C=CC=CC=2)(C2C=CC=CC=2)C2C=CC=CC=2)=CC=1. The product is [NH2:18][C:17]1[N:16]=[CH:15][N:14]=[C:13]2[N:9]([CH2:8][CH2:7][CH2:6][N:1]3[CH:5]=[CH:4][N:3]=[CH:2]3)[N:10]=[C:11]([C:26]3[CH:25]=[CH:24][C:23]([NH:37][C:38]([C:40]4[N:41]([CH3:49])[C:42]5[C:47]([CH:48]=4)=[CH:46][CH:45]=[CH:44][CH:43]=5)=[O:39])=[C:22]([O:21][CH3:20])[CH:27]=3)[C:12]=12. The yield is 0.490. (7) The reactants are C(OC([C:6]1[NH:7][C:8]([CH3:21])=[C:9]([C:12]2[CH:17]=[CH:16][CH:15]=[C:14]([C:18]([OH:20])=[O:19])[CH:13]=2)[C:10]=1[CH3:11])=O)C.[OH-].[K+].Cl.C(=O)=O. The catalyst is C(OCC)(=O)C.CCCCCC.C(O)(=O)C.O.C(O)CO. The product is [CH3:21][C:8]1[NH:7][CH:6]=[C:10]([CH3:11])[C:9]=1[C:12]1[CH:13]=[C:14]([CH:15]=[CH:16][CH:17]=1)[C:18]([OH:20])=[O:19]. The yield is 0.970.